Predict the reactants needed to synthesize the given product. From a dataset of Full USPTO retrosynthesis dataset with 1.9M reactions from patents (1976-2016). (1) Given the product [Cl:19][C:17]1[CH:16]=[CH:15][C:14]2[N:8]([CH2:7][C:6]([CH3:52])([CH3:53])[CH2:5][OH:4])[C:9](=[O:51])[C@@H:10]([CH2:30][C:31]([NH:33][C:34]3[CH:35]=[C:36]([C:42]([CH3:49])([CH3:50])[CH2:43][CH2:44][C:45]([OH:47])=[O:46])[CH:37]=[CH:38][C:39]=3[O:40][CH3:41])=[O:32])[O:11][C@H:12]([C:20]3[CH:25]=[CH:24][CH:23]=[C:22]([O:26][CH3:27])[C:21]=3[O:28][CH3:29])[C:13]=2[CH:18]=1, predict the reactants needed to synthesize it. The reactants are: C([O:4][CH2:5][C:6]([CH3:53])([CH3:52])[CH2:7][N:8]1[C:14]2[CH:15]=[CH:16][C:17]([Cl:19])=[CH:18][C:13]=2[C@@H:12]([C:20]2[CH:25]=[CH:24][CH:23]=[C:22]([O:26][CH3:27])[C:21]=2[O:28][CH3:29])[O:11][C@H:10]([CH2:30][C:31]([NH:33][C:34]2[CH:35]=[C:36]([C:42]([CH3:50])([CH3:49])[CH2:43][CH2:44][C:45]([O:47]C)=[O:46])[CH:37]=[CH:38][C:39]=2[O:40][CH3:41])=[O:32])[C:9]1=[O:51])(=O)C.[OH-].[Na+].C(O)C. (2) Given the product [N:19]1([CH:17]([CH3:18])[CH2:16][N:1]2[CH:5]=[C:4]([C:6]3[CH:11]=[C:10]([C:12]#[N:13])[CH:9]=[CH:8][N:7]=3)[N:3]=[CH:2]2)[CH2:23][CH2:22][CH2:21][CH2:20]1, predict the reactants needed to synthesize it. The reactants are: [NH:1]1[CH:5]=[C:4]([C:6]2[CH:11]=[C:10]([C:12]#[N:13])[CH:9]=[CH:8][N:7]=2)[N:3]=[CH:2]1.Cl.Cl[CH2:16][CH:17]([N:19]1[CH2:23][CH2:22][CH2:21][CH2:20]1)[CH3:18].